This data is from TCR-epitope binding with 47,182 pairs between 192 epitopes and 23,139 TCRs. The task is: Binary Classification. Given a T-cell receptor sequence (or CDR3 region) and an epitope sequence, predict whether binding occurs between them. The epitope is FIAGLIAIV. The TCR CDR3 sequence is CASSYSSVGRQYF. Result: 1 (the TCR binds to the epitope).